Dataset: Experimentally validated miRNA-target interactions with 360,000+ pairs, plus equal number of negative samples. Task: Binary Classification. Given a miRNA mature sequence and a target amino acid sequence, predict their likelihood of interaction. The miRNA is hsa-miR-4673 with sequence UCCAGGCAGGAGCCGGACUGGA. The protein sequence of the target gene is MADGGEGEDEIQFLRTDDEVVLQCTATIHKEQQKLCLAAEGFGNRLCFLESTSNSKNVPPDLSICTFVLEQSLSVRALQEMLANTVEKSEGQVDVEKWKFMMKTAQGGGHRTLLYGHAILLRHSYSGMYLCCLSTSRSSTDKLAFDVGLQEDTTGEACWWTIHPASKQRSEGEKVRVGDDLILVSVSSERYLHLSYGNGSLHVDAAFQQTLWSVAPISSGSEAAQGYLIGGDVLRLLHGHMDECLTVPSGEHGEEQRRTVHYEGGAVSVHARSLWRLETLRVAWSGSHIRWGQPFRLRHV.... Result: 0 (no interaction).